This data is from Full USPTO retrosynthesis dataset with 1.9M reactions from patents (1976-2016). The task is: Predict the reactants needed to synthesize the given product. (1) Given the product [SH:5][C:6]1[CH:7]=[CH:8][C:9]([CH2:12][C:13]([OH:15])=[O:14])=[CH:10][CH:11]=1, predict the reactants needed to synthesize it. The reactants are: CN(C)C([S:5][C:6]1[CH:11]=[CH:10][C:9]([CH2:12][C:13]([O:15]C)=[O:14])=[CH:8][CH:7]=1)=O.[OH-].[K+].Cl. (2) Given the product [CH3:1][O:3][C:4]([C:5]1[CH:6]=[N:7][N:24]([C:20]([CH3:23])([CH3:22])[CH3:21])[C:10]=1[C:12]1[CH:16]=[C:15]([CH3:17])[O:14][N:13]=1)=[O:18], predict the reactants needed to synthesize it. The reactants are: [CH2:1]([O:3][C:4](=[O:18])[C:5]([C:10]([C:12]1[CH:16]=[C:15]([CH3:17])[O:14][N:13]=1)=O)=[CH:6][N:7](C)C)C.Cl.[C:20]([NH:24]N)([CH3:23])([CH3:22])[CH3:21].C([O-])(=O)C.[Na+]. (3) Given the product [Br:10][C:11]1[CH:12]=[C:13]([CH:14]=[C:15]([Cl:17])[CH:16]=1)[CH2:18][O:9][C:5]1[CH:4]=[N:3][CH:8]=[CH:7][CH:6]=1, predict the reactants needed to synthesize it. The reactants are: [H-].[Na+].[N:3]1[CH:8]=[CH:7][CH:6]=[C:5]([OH:9])[CH:4]=1.[Br:10][C:11]1[CH:16]=[C:15]([Cl:17])[CH:14]=[C:13]([CH2:18]Br)[CH:12]=1.